From a dataset of Reaction yield outcomes from USPTO patents with 853,638 reactions. Predict the reaction yield, written as a fraction of the theoretical maximum amount of product (1.0 means a 100% yield; for example, 0.34 means a 34% yield). (1) The reactants are [Cl:1][C:2]1[C:3]([C:19]([F:22])([F:21])[F:20])=[N:4][N:5]([CH3:18])[C:6]=1[C:7]1[CH:12]=[C:11]([N+:13]([O-])=O)[CH:10]=[CH:9][C:8]=1[O:16][CH3:17].O.O.Cl[Sn]Cl. The catalyst is CCO. The product is [Cl:1][C:2]1[C:3]([C:19]([F:22])([F:20])[F:21])=[N:4][N:5]([CH3:18])[C:6]=1[C:7]1[CH:12]=[C:11]([NH2:13])[CH:10]=[CH:9][C:8]=1[O:16][CH3:17]. The yield is 0.660. (2) The reactants are Br[CH2:2][C:3]1[CH:8]=[CH:7][CH:6]=[CH:5][C:4]=1[F:9].[NH2:10][C:11]([C@@H:13]1[CH2:17][CH2:16][C@H:15]([C:18]2[CH:23]=[CH:22][C:21]([OH:24])=[CH:20][CH:19]=2)[N:14]1[C:25]([O:27][C:28]([CH3:31])([CH3:30])[CH3:29])=[O:26])=[O:12].C(=O)([O-])[O-].[K+].[K+].C(OCC)(=O)C. The catalyst is C(#N)C.O. The product is [NH2:10][C:11]([C@@H:13]1[CH2:17][CH2:16][C@H:15]([C:18]2[CH:23]=[CH:22][C:21]([O:24][CH2:2][C:3]3[CH:8]=[CH:7][CH:6]=[CH:5][C:4]=3[F:9])=[CH:20][CH:19]=2)[N:14]1[C:25]([O:27][C:28]([CH3:31])([CH3:30])[CH3:29])=[O:26])=[O:12]. The yield is 0.850. (3) The catalyst is C1C=CC([P]([Pd]([P](C2C=CC=CC=2)(C2C=CC=CC=2)C2C=CC=CC=2)([P](C2C=CC=CC=2)(C2C=CC=CC=2)C2C=CC=CC=2)[P](C2C=CC=CC=2)(C2C=CC=CC=2)C2C=CC=CC=2)(C2C=CC=CC=2)C2C=CC=CC=2)=CC=1.CCO.COCCOC.O. The product is [F:1][C:2]1[CH:7]=[CH:6][C:5]([N:8]2[C:12]3=[N:13][CH:14]=[CH:15][C:16]([C:21]4[CH:22]=[N:23][CH:24]=[CH:25][C:26]=4[O:27][CH3:28])=[C:11]3[CH:10]=[N:9]2)=[CH:4][CH:3]=1. The yield is 0.311. The reactants are [F:1][C:2]1[CH:7]=[CH:6][C:5]([N:8]2[C:12]3=[N:13][CH:14]=[CH:15][C:16](B(O)O)=[C:11]3[CH:10]=[N:9]2)=[CH:4][CH:3]=1.I[C:21]1[CH:22]=[N:23][CH:24]=[CH:25][C:26]=1[O:27][CH3:28].C(=O)([O-])[O-].[Na+].[Na+]. (4) The reactants are [CH3:1][O:2][CH2:3][CH2:4][S:5][C:6]1[CH:11]=[CH:10][C:9](B(O)O)=[CH:8][CH:7]=1.Br[C:16]1[N:21]=[CH:20][C:19]([O:22][CH2:23][CH:24]2[CH2:29][CH2:28][N:27]([C:30]([O:32][CH:33]([CH3:35])[CH3:34])=[O:31])[CH2:26][CH2:25]2)=[CH:18][CH:17]=1.C([O-])([O-])=O.[Na+].[Na+]. The catalyst is COCCOC.Cl[Pd](Cl)([P](C1C=CC=CC=1)(C1C=CC=CC=1)C1C=CC=CC=1)[P](C1C=CC=CC=1)(C1C=CC=CC=1)C1C=CC=CC=1. The product is [CH3:1][O:2][CH2:3][CH2:4][S:5][C:6]1[CH:11]=[CH:10][C:9]([C:16]2[N:21]=[CH:20][C:19]([O:22][CH2:23][CH:24]3[CH2:25][CH2:26][N:27]([C:30]([O:32][CH:33]([CH3:35])[CH3:34])=[O:31])[CH2:28][CH2:29]3)=[CH:18][CH:17]=2)=[CH:8][CH:7]=1. The yield is 0.610.